Dataset: Reaction yield outcomes from USPTO patents with 853,638 reactions. Task: Predict the reaction yield, written as a fraction of the theoretical maximum amount of product (1.0 means a 100% yield; for example, 0.34 means a 34% yield). (1) The reactants are [Cl-].O[NH3+:3].[C:4](=[O:7])([O-])[OH:5].[Na+].CS(C)=O.[CH2:13]([C:15]1[N:16]=[C:17]([CH2:47][CH2:48][CH3:49])[N:18]([CH2:32][C:33]2[CH:38]=[CH:37][C:36]([C:39]3[C:40]([C:45]#[N:46])=[CH:41][CH:42]=[CH:43][CH:44]=3)=[CH:35][CH:34]=2)[C:19](=[O:31])[C:20]=1[C:21]1[CH:26]=[CH:25][C:24]([O:27][CH2:28][CH2:29][CH3:30])=[CH:23][CH:22]=1)[CH3:14]. The catalyst is O. The product is [CH2:13]([C:15]1[N:16]=[C:17]([CH2:47][CH2:48][CH3:49])[N:18]([CH2:32][C:33]2[CH:34]=[CH:35][C:36]([C:39]3[CH:44]=[CH:43][CH:42]=[CH:41][C:40]=3[C:45]3[NH:3][C:4](=[O:7])[O:5][N:46]=3)=[CH:37][CH:38]=2)[C:19](=[O:31])[C:20]=1[C:21]1[CH:22]=[CH:23][C:24]([O:27][CH2:28][CH2:29][CH3:30])=[CH:25][CH:26]=1)[CH3:14]. The yield is 0.660. (2) The reactants are [CH3:1][S:2]([NH2:5])(=[O:4])=[O:3].P([O-])([O-])([O-])=O.[K+].[K+].[K+].N1CCC[C@H]1C(O)=O.Br[C:23]1[CH:55]=[N:54][C:26]2[NH:27][C:28]([C:33]3[C:34](=[O:53])[N:35]([CH2:45][C:46]4[CH:51]=[CH:50][C:49]([F:52])=[CH:48][CH:47]=4)[CH:36]4[CH:41]([C:42]=3[OH:43])[CH:40]3[CH2:44][CH:37]4[CH2:38][CH2:39]3)=[N:29][S:30](=[O:32])(=[O:31])[C:25]=2[CH:24]=1.[Cl-].[NH4+]. The catalyst is CS(C)=O.ClCCl.[Cu](I)I.C(OCC)(=O)C. The product is [F:52][C:49]1[CH:50]=[CH:51][C:46]([CH2:45][N:35]2[C:34](=[O:53])[C:33]([C:28]3[NH:27][C:26]4[N:54]=[CH:55][C:23]([NH:5][S:2]([CH3:1])(=[O:4])=[O:3])=[CH:24][C:25]=4[S:30](=[O:32])(=[O:31])[N:29]=3)=[C:42]([OH:43])[C@H:41]3[C@@H:36]2[C@H:37]2[CH2:44][C@@H:40]3[CH2:39][CH2:38]2)=[CH:47][CH:48]=1. The yield is 0.175. (3) The reactants are [CH2:1]([O:3][CH:4]([O:13][CH2:14][CH3:15])[C:5]1[CH:6]=[C:7]([CH:10]=[CH:11][CH:12]=1)[CH:8]=O)[CH3:2].S([O-])([O-])(=O)=O.[Na+].[Na+].[NH2:23][C:24]1[CH:32]=[CH:31][CH:30]=[C:29]2[C:25]=1[CH2:26][O:27][C:28]2=[O:33]. The catalyst is ClCCl. The product is [CH2:1]([O:3][CH:4]([O:13][CH2:14][CH3:15])[C:5]1[CH:6]=[C:7]([CH:10]=[CH:11][CH:12]=1)/[CH:8]=[N:23]/[C:24]1[CH:32]=[CH:31][CH:30]=[C:29]2[C:25]=1[CH2:26][O:27][C:28]2=[O:33])[CH3:2]. The yield is 0.610. (4) The reactants are [CH3:1][C:2]1([CH3:19])[CH2:6][C:5]2[CH:7]=[C:8]([N+:16]([O-])=O)[CH:9]=[C:10]([C:11]([O:13][CH2:14][CH3:15])=[O:12])[C:4]=2[O:3]1.[H][H]. The catalyst is C(O)C.[Pd]. The product is [NH2:16][C:8]1[CH:9]=[C:10]([C:11]([O:13][CH2:14][CH3:15])=[O:12])[C:4]2[O:3][C:2]([CH3:19])([CH3:1])[CH2:6][C:5]=2[CH:7]=1. The yield is 0.990. (5) The reactants are [NH:1]1[C:9]2[C:4](=[CH:5][CH:6]=[CH:7][CH:8]=2)[C:3]([CH2:10][C:11]([O:13][CH2:14][CH3:15])=[O:12])=[CH:2]1.C1COCC1.CN(C=O)C.[C:26](Cl)(=[O:33])[C:27]1[CH:32]=[CH:31][CH:30]=[CH:29][CH:28]=1. The catalyst is C(Cl)Cl.[Cl-].[Cl-].[Zn+2]. The product is [C:26]([C:2]1[NH:1][C:9]2[C:4]([C:3]=1[CH2:10][C:11]([O:13][CH2:14][CH3:15])=[O:12])=[CH:5][CH:6]=[CH:7][CH:8]=2)(=[O:33])[C:27]1[CH:32]=[CH:31][CH:30]=[CH:29][CH:28]=1. The yield is 0.555. (6) The reactants are Br[C:2]1[CH:3]=[C:4]([C:15]([O:17][CH3:18])=[O:16])[C:5]2[C:6]([CH3:14])=[CH:7][N:8]([CH:11]([CH3:13])[CH3:12])[C:9]=2[CH:10]=1.[C:19]([Zn]C#N)#[N:20].CN(C=O)C.C([O-])([O-])=O.[Na+].[Na+]. The catalyst is C1C=CC([P]([Pd]([P](C2C=CC=CC=2)(C2C=CC=CC=2)C2C=CC=CC=2)([P](C2C=CC=CC=2)(C2C=CC=CC=2)C2C=CC=CC=2)[P](C2C=CC=CC=2)(C2C=CC=CC=2)C2C=CC=CC=2)(C2C=CC=CC=2)C2C=CC=CC=2)=CC=1.CCOC(C)=O. The product is [C:19]([C:2]1[CH:3]=[C:4]([C:15]([O:17][CH3:18])=[O:16])[C:5]2[C:6]([CH3:14])=[CH:7][N:8]([CH:11]([CH3:13])[CH3:12])[C:9]=2[CH:10]=1)#[N:20]. The yield is 0.389. (7) The reactants are CO.CCN(CC)CC.[NH2:10][C:11]1[C:16]([N+:17]([O-])=O)=[CH:15][C:14]([C:20]2[CH:21]=[N:22][C:23]([C:26]([OH:29])([CH3:28])[CH3:27])=[N:24][CH:25]=2)=[C:13]([F:30])[C:12]=1[CH:31]1[CH2:35][CH2:34][CH2:33][O:32]1. The catalyst is [Pd].C1COCC1. The product is [NH2:10][C:11]1[C:16]([NH2:17])=[CH:15][C:14]([C:20]2[CH:21]=[N:22][C:23]([C:26]([OH:29])([CH3:27])[CH3:28])=[N:24][CH:25]=2)=[C:13]([F:30])[C:12]=1[CH:31]1[CH2:35][CH2:34][CH2:33][O:32]1. The yield is 0.990. (8) The reactants are [NH2:1][C:2]1[C:7]([CH2:8][OH:9])=[C:6]([F:10])[C:5]([Br:11])=[CH:4][CH:3]=1. The catalyst is ClCCl.[O-2].[Mn+4].[O-2]. The product is [NH2:1][C:2]1[C:7]([CH:8]=[O:9])=[C:6]([F:10])[C:5]([Br:11])=[CH:4][CH:3]=1. The yield is 0.730. (9) The reactants are [Cl:1][C:2]1[CH:3]=[CH:4][C:5]2[O:9][CH:8]=[C:7]([CH2:10][OH:11])[C:6]=2[CH:12]=1.C12([C:23]3[CH:24]=[C:25]([CH:28]=[CH:29][C:30]=3OC)[CH:26]=[O:27])CC3CC(CC(C3)C1)C2. No catalyst specified. The product is [Cl:1][C:2]1[CH:3]=[CH:4][C:5]2[O:9][CH:8]=[C:7]([CH2:10][O:11][C:30]3[CH:29]=[CH:28][C:25]([CH:26]=[O:27])=[CH:24][CH:23]=3)[C:6]=2[CH:12]=1. The yield is 0.0900. (10) The reactants are [F:1][C:2]([F:13])([F:12])[C:3]1[CH:4]=[C:5]([CH:9]=[CH:10][CH:11]=1)[C:6](Cl)=[O:7].C(N(CC)C(C)C)(C)C.[Br:23][C:24]1[CH:28]=[N:27][N:26]([CH3:29])[C:25]=1[C:30]1[CH:31]=[C:32]([CH:34]=[CH:35][C:36]=1[O:37][CH2:38][C:39]([CH3:44])([N+:41]([O-])=O)[CH3:40])[NH2:33].C(O)(=O)C.[OH-].[NH4+]. The catalyst is ClCCl.[Zn]. The product is [NH2:41][C:39]([CH3:44])([CH3:40])[CH2:38][O:37][C:36]1[CH:35]=[CH:34][C:32]([NH:33][C:6](=[O:7])[C:5]2[CH:9]=[CH:10][CH:11]=[C:3]([C:2]([F:13])([F:12])[F:1])[CH:4]=2)=[CH:31][C:30]=1[C:25]1[N:26]([CH3:29])[N:27]=[CH:28][C:24]=1[Br:23]. The yield is 0.740.